This data is from NCI-60 drug combinations with 297,098 pairs across 59 cell lines. The task is: Regression. Given two drug SMILES strings and cell line genomic features, predict the synergy score measuring deviation from expected non-interaction effect. (1) Drug 1: C1CC(C1)(C(=O)O)C(=O)O.[NH2-].[NH2-].[Pt+2]. Drug 2: C1CN1C2=NC(=NC(=N2)N3CC3)N4CC4. Cell line: HS 578T. Synergy scores: CSS=10.9, Synergy_ZIP=-5.93, Synergy_Bliss=-3.57, Synergy_Loewe=-2.53, Synergy_HSA=-1.10. (2) Synergy scores: CSS=50.2, Synergy_ZIP=-0.0304, Synergy_Bliss=1.32, Synergy_Loewe=-3.44, Synergy_HSA=-0.821. Drug 1: CC(C1=C(C=CC(=C1Cl)F)Cl)OC2=C(N=CC(=C2)C3=CN(N=C3)C4CCNCC4)N. Cell line: HL-60(TB). Drug 2: CS(=O)(=O)OCCCCOS(=O)(=O)C. (3) Drug 1: CCCCCOC(=O)NC1=NC(=O)N(C=C1F)C2C(C(C(O2)C)O)O. Drug 2: CC1C(C(CC(O1)OC2CC(CC3=C2C(=C4C(=C3O)C(=O)C5=CC=CC=C5C4=O)O)(C(=O)C)O)N)O. Cell line: SK-OV-3. Synergy scores: CSS=27.0, Synergy_ZIP=2.39, Synergy_Bliss=2.33, Synergy_Loewe=-15.2, Synergy_HSA=0.196. (4) Drug 1: CC1C(C(CC(O1)OC2CC(CC3=C2C(=C4C(=C3O)C(=O)C5=C(C4=O)C(=CC=C5)OC)O)(C(=O)C)O)N)O.Cl. Drug 2: C1=CC=C(C=C1)NC(=O)CCCCCCC(=O)NO. Cell line: HS 578T. Synergy scores: CSS=17.0, Synergy_ZIP=-4.77, Synergy_Bliss=-3.51, Synergy_Loewe=-5.77, Synergy_HSA=-2.88. (5) Drug 1: CCC1(CC2CC(C3=C(CCN(C2)C1)C4=CC=CC=C4N3)(C5=C(C=C6C(=C5)C78CCN9C7C(C=CC9)(C(C(C8N6C=O)(C(=O)OC)O)OC(=O)C)CC)OC)C(=O)OC)O.OS(=O)(=O)O. Drug 2: CN(CCCl)CCCl.Cl. Cell line: NCI/ADR-RES. Synergy scores: CSS=-1.50, Synergy_ZIP=1.75, Synergy_Bliss=3.91, Synergy_Loewe=-8.76, Synergy_HSA=-9.04. (6) Drug 1: CN(C)N=NC1=C(NC=N1)C(=O)N. Drug 2: C(CC(=O)O)C(=O)CN.Cl. Cell line: KM12. Synergy scores: CSS=25.8, Synergy_ZIP=9.13, Synergy_Bliss=8.96, Synergy_Loewe=11.1, Synergy_HSA=12.9. (7) Cell line: 786-0. Drug 1: C1=CC(=CC=C1CC(C(=O)O)N)N(CCCl)CCCl.Cl. Synergy scores: CSS=21.7, Synergy_ZIP=2.43, Synergy_Bliss=5.61, Synergy_Loewe=-4.94, Synergy_HSA=3.39. Drug 2: C1CC(=O)NC(=O)C1N2C(=O)C3=CC=CC=C3C2=O. (8) Drug 1: C(=O)(N)NO. Drug 2: CC1=C(N=C(N=C1N)C(CC(=O)N)NCC(C(=O)N)N)C(=O)NC(C(C2=CN=CN2)OC3C(C(C(C(O3)CO)O)O)OC4C(C(C(C(O4)CO)O)OC(=O)N)O)C(=O)NC(C)C(C(C)C(=O)NC(C(C)O)C(=O)NCCC5=NC(=CS5)C6=NC(=CS6)C(=O)NCCC[S+](C)C)O. Cell line: U251. Synergy scores: CSS=27.7, Synergy_ZIP=-4.17, Synergy_Bliss=-9.06, Synergy_Loewe=-27.6, Synergy_HSA=-7.09. (9) Drug 1: C1CN(CCN1C(=O)CCBr)C(=O)CCBr. Drug 2: CC(C)CN1C=NC2=C1C3=CC=CC=C3N=C2N. Cell line: SNB-75. Synergy scores: CSS=10.5, Synergy_ZIP=-5.55, Synergy_Bliss=-2.35, Synergy_Loewe=-1.33, Synergy_HSA=-1.34.